Task: Predict the reaction yield, written as a fraction of the theoretical maximum amount of product (1.0 means a 100% yield; for example, 0.34 means a 34% yield).. Dataset: Reaction yield outcomes from USPTO patents with 853,638 reactions (1) The reactants are Cl[C:2]1[CH:3]=[CH:4][C:5]2[O:6][CH2:7][CH2:8][C:9]3[CH:15]=[C:14]([C:16]4[N:20]([C:21]5[CH:26]=[CH:25][C:24]([F:27])=[CH:23][C:22]=5[F:28])[N:19]=[CH:18][N:17]=4)[S:13][C:10]=3[C:11]=2[N:12]=1.C([O-])(=O)C.[K+].[CH3:34][C:35]1[C:40](B(O)O)=[CH:39][CH:38]=[CH:37][N:36]=1. The catalyst is C(#N)C.O.C1C=CC([P]([Pd]([P](C2C=CC=CC=2)(C2C=CC=CC=2)C2C=CC=CC=2)([P](C2C=CC=CC=2)(C2C=CC=CC=2)C2C=CC=CC=2)[P](C2C=CC=CC=2)(C2C=CC=CC=2)C2C=CC=CC=2)(C2C=CC=CC=2)C2C=CC=CC=2)=CC=1. The product is [CH3:34][C:35]1[C:40]([C:2]2[CH:3]=[CH:4][C:5]3[O:6][CH2:7][CH2:8][C:9]4[CH:15]=[C:14]([C:16]5[N:20]([C:21]6[CH:26]=[CH:25][C:24]([F:27])=[CH:23][C:22]=6[F:28])[N:19]=[CH:18][N:17]=5)[S:13][C:10]=4[C:11]=3[N:12]=2)=[CH:39][CH:38]=[CH:37][N:36]=1. The yield is 0.700. (2) The reactants are [Br:1][C:2]1[CH:13]=[CH:12][C:5]2[O:6][CH2:7][CH:8]=[CH:9][C:10](=[O:11])[C:4]=2[CH:3]=1.CN(P(N(C)C)(N(C)C)=O)C.[C:25]1([Mg]Br)[CH:30]=[CH:29][CH:28]=[CH:27][CH:26]=1. The catalyst is C1COCC1. The product is [Br:1][C:2]1[CH:13]=[CH:12][C:5]2[O:6][CH2:7][CH:8]([C:25]3[CH:30]=[CH:29][CH:28]=[CH:27][CH:26]=3)[CH2:9][C:10](=[O:11])[C:4]=2[CH:3]=1. The yield is 0.170. (3) The reactants are [CH:1]1([CH:7]([C:9]2[C:10]([CH3:20])=[N:11][N:12]([C:14]3[CH:19]=[CH:18][CH:17]=[CH:16][CH:15]=3)[CH:13]=2)O)[CH2:6][CH2:5][CH2:4][CH2:3][CH2:2]1.[NH2:21][C:22]1[CH:27]=[CH:26][C:25]([C:28]([N:30]([CH3:38])[CH2:31][CH2:32][C:33]([O:35]CC)=[O:34])=[O:29])=[CH:24][CH:23]=1. No catalyst specified. The product is [CH:1]1([CH:7]([NH:21][C:22]2[CH:23]=[CH:24][C:25]([C:28]([N:30]([CH3:38])[CH2:31][CH2:32][C:33]([OH:35])=[O:34])=[O:29])=[CH:26][CH:27]=2)[C:9]2[C:10]([CH3:20])=[N:11][N:12]([C:14]3[CH:19]=[CH:18][CH:17]=[CH:16][CH:15]=3)[CH:13]=2)[CH2:6][CH2:5][CH2:4][CH2:3][CH2:2]1. The yield is 0.230. (4) The reactants are [C:1]1(B(O)O)[CH:6]=[CH:5][CH:4]=[CH:3][CH:2]=1.Br[C:11]1[C:20]2[C:15](=[CH:16][CH:17]=[CH:18][CH:19]=2)[C:14]([Br:21])=[CH:13][CH:12]=1.C(COC)OC.C(=O)([O-])[O-].[Na+].[Na+]. The catalyst is C1C=CC([P]([Pd]([P](C2C=CC=CC=2)(C2C=CC=CC=2)C2C=CC=CC=2)([P](C2C=CC=CC=2)(C2C=CC=CC=2)C2C=CC=CC=2)[P](C2C=CC=CC=2)(C2C=CC=CC=2)C2C=CC=CC=2)(C2C=CC=CC=2)C2C=CC=CC=2)=CC=1.O.C1(C)C=CC=CC=1. The product is [Br:21][C:14]1[C:15]2[C:20](=[CH:19][CH:18]=[CH:17][CH:16]=2)[C:11]([C:1]2[CH:6]=[CH:5][CH:4]=[CH:3][CH:2]=2)=[CH:12][CH:13]=1. The yield is 0.410. (5) The reactants are [C:1]1([S:7]([C:10]2C=[CH:15][C@H:14](C)[C@H:13]([O:18][Si:19]([C:22]([CH3:25])([CH3:24])[CH3:23])([CH3:21])[CH3:20])[C@@H:12]([CH3:26])[CH:11]=2)(=[O:9])=[O:8])[CH:6]=[CH:5][CH:4]=[CH:3][CH:2]=1.C[N+]1([O-])[CH2:33][CH2:32][O:31]CC1.[O-:35]S([O-])(=S)=O.[Na+].[Na+]. The catalyst is CC(C)=O.O.C(OCC)(=O)C.O=[Os](=O)(=O)=O. The product is [C:1]1([S:7]([C:10]2[C@@H:32]([OH:31])[C@@H:33]([OH:35])[C@H:14]([CH3:15])[C@H:13]([O:18][Si:19]([C:22]([CH3:25])([CH3:24])[CH3:23])([CH3:21])[CH3:20])[C@@H:12]([CH3:26])[CH:11]=2)(=[O:9])=[O:8])[CH:6]=[CH:5][CH:4]=[CH:3][CH:2]=1. The yield is 0.830. (6) The reactants are [F:1][C:2]1[CH:7]=[CH:6][C:5]([C:8]([CH3:20])([CH3:19])[CH2:9][NH:10][C:11]2[CH:18]=[CH:17][C:14]([C:15]#[N:16])=[CH:13][N:12]=2)=[CH:4][CH:3]=1.[H-].[Al+3].[Li+].[H-].[H-].[H-].C1COCC1. The catalyst is C1COCC1. The product is [NH2:16][CH2:15][C:14]1[CH:17]=[CH:18][C:11]([NH:10][CH2:9][C:8]([C:5]2[CH:4]=[CH:3][C:2]([F:1])=[CH:7][CH:6]=2)([CH3:20])[CH3:19])=[N:12][CH:13]=1. The yield is 0.990. (7) The reactants are O[C:2]([C:5]1[CH:10]=[C:9]([O:11][CH3:12])[CH:8]=[CH:7][C:6]=1[OH:13])([CH3:4])[CH3:3].C([O-])=O.[NH4+]. The catalyst is CC(O)=O.O.[Pd]. The product is [CH:2]([C:5]1[CH:10]=[C:9]([O:11][CH3:12])[CH:8]=[CH:7][C:6]=1[OH:13])([CH3:4])[CH3:3]. The yield is 0.970. (8) The reactants are [I:1][C:2]1[C:10]2[C:5](=[CH:6][CH:7]=[CH:8][C:9]=2[N+:11]([O-:13])=[O:12])[NH:4][N:3]=1.Br[CH2:15][C:16]1[CH:17]=[C:18]([CH:23]=[CH:24][CH:25]=1)[C:19]([O:21][CH3:22])=[O:20].C(N=C(N(C)C)N(C)C)(C)(C)C. The catalyst is CC#N. The product is [I:1][C:2]1[C:10]2[C:5](=[CH:6][CH:7]=[CH:8][C:9]=2[N+:11]([O-:13])=[O:12])[N:4]([CH2:15][C:16]2[CH:17]=[C:18]([CH:23]=[CH:24][CH:25]=2)[C:19]([O:21][CH3:22])=[O:20])[N:3]=1. The yield is 0.680. (9) The reactants are Cl[C:2]1[C:3]2[N:10]=[CH:9][N:8]([CH2:11][CH3:12])[C:4]=2[N:5]=[N:6][CH:7]=1.[CH2:13]([S:15]([C:18]1[CH:23]=[CH:22][C:21]([C:24]2[C:25]([OH:39])=[CH:26][CH:27]=[C:28](B3OC(C)(C)C(C)(C)O3)[CH:29]=2)=[C:20]([O:40][CH3:41])[CH:19]=1)(=[O:17])=[O:16])[CH3:14].C(=O)([O-])[O-].[Na+].[Na+]. The catalyst is O1CCOCC1.O.[Pd].C1(P(C2C=CC=CC=2)C2C=CC=CC=2)C=CC=CC=1.C1(P(C2C=CC=CC=2)C2C=CC=CC=2)C=CC=CC=1.C1(P(C2C=CC=CC=2)C2C=CC=CC=2)C=CC=CC=1.C1(P(C2C=CC=CC=2)C2C=CC=CC=2)C=CC=CC=1. The product is [CH2:11]([N:8]1[C:4]2[N:5]=[N:6][CH:7]=[C:2]([C:28]3[CH:29]=[C:24]([C:21]4[CH:22]=[CH:23][C:18]([S:15]([CH2:13][CH3:14])(=[O:16])=[O:17])=[CH:19][C:20]=4[O:40][CH3:41])[C:25]([OH:39])=[CH:26][CH:27]=3)[C:3]=2[N:10]=[CH:9]1)[CH3:12]. The yield is 0.110. (10) The reactants are C(NC(C)C)(C)C.[Li]CCCC.[F:13][C:14]1[CH:15]=[C:16]([CH:24]=[C:25]([F:27])[CH:26]=1)[C:17]([O:19][C:20]([CH3:23])([CH3:22])[CH3:21])=[O:18].CN([CH:31]=[O:32])C. The catalyst is C1COCC1.CCOC(C)=O.O.CC(O)=O. The product is [F:13][C:14]1[CH:15]=[C:16]([CH:24]=[C:25]([F:27])[C:26]=1[CH:31]=[O:32])[C:17]([O:19][C:20]([CH3:23])([CH3:22])[CH3:21])=[O:18]. The yield is 0.830.